This data is from Drug-target binding data from BindingDB using IC50 measurements. The task is: Regression. Given a target protein amino acid sequence and a drug SMILES string, predict the binding affinity score between them. We predict pIC50 (pIC50 = -log10(IC50 in M); higher means more potent). Dataset: bindingdb_ic50. (1) The small molecule is COc1ccc(Oc2ccnc3cc(OC)c(OC)cc23)cc1OC. The target protein (Q05030) has sequence MGLPEVMPASVLRGQLLLFVLLLLGPQISQGLVITPPGPEFVLNISSTFVLTCSSSAPVMWEQMSQVPWQEAAMNQDGTFSSVLTLTNVTGGDTGEYFCVYNNSLGPELSERKRIYIFVPDPTMGFLPMDSEDLFIFVTDVTETTIPCRVTDPQLEVTLHEKKVDIPLHVPYDHQRGFIGTFEDKTYICKTTIGDREVDSDTYYVYSLQVSSINVSVNAVQTVVRQGESITIRCIVMGNDVVNFQWTYPRMKSGRLVEPVTDYLFGVPSRIGSILHIPTAELSDSGTYTCNVSVSVNDHGDEKAINVTVIENGYVRLLETLEDVQIAELHRSRTLQVVFEAYPTPSVLWFKDNRTLGDSSAGELVLSTRNVSETRYVSELTLVRVKVSEAGYYTMRAFHADDQVQLSFKLQVNVPVRVLELSESHPANGEQILRCRGRGMPQPNVTWSTCRDLKRCPRKLSPTPLGNSSKEESQLETNVTFWEEDQEYEVVSTLRLRHVD.... The pIC50 is 6.9. (2) The small molecule is CCCCCCCCCC(=O)c1c(O)c2ccccc2oc1=O. The target protein (P41020) has sequence MKINRQQYAESYGPTVGDRVRLADTDLGEVEKDYYYLGDEVNFGGGKVLREGMGENGTYTRTENVLDLLLTNALILDYTGIYKADIGVKDGYIVGIGKGGNPDIMDGVTPNMIVGTATEVIAAEGKIVTAGGIDTHVHFINPDQVDVALANGITTLFGGGTGPAEGSKATTVTPGPWNIEKMLKSTEGLPINVGILGKGHGSSIAPIMEQIDAGAAGLKIHEDWGATPASIDRSLTVADEADVQVAIHSDTLNEAGFLEDTVRAINGRVIHSFHVEGAGGGHAPDIMAMAGHPNVLPSSTNPTRPFTVNTIDEHLDMLMVCHHLKQNIPEDVAFADSRIRPETIAAEDILHDLGIISMMSTDALAMGRAGEMVLRTWQTADKMKKQRGPLAEEKNGSDNFRLKRYVSKYTINPAIAQGMAHEVGSIEEGKFADLVLWEPKFFGVKADRVIKGGIIAYAQIGDPSASIPTPQPVMGRRMYGTVGDLIHDTNITFMSKSSIQ.... The pIC50 is 4.9. (3) The compound is Fc1ccc2c(c1)N(C1CCN(c3ccc(-c4ccc(C(F)(F)F)nc4)nn3)CC1)CC2. The target protein (P07308) has sequence MPAHMLQEISSSYTTTTTITEPPSGNLQNGREKMKKVPLYLEEDIRPEMREDIHDPSYQDEEGPPPKLEYVWRNIILMALLHVGALYGITLIPSSKVYTLLWGIFYYLISALGITAGAHRLWSHRTYKARLPLRIFLIIANTMAFQNDVYEWARDHRAHHKFSETHADPHNSRRGFFFSHVGWLLVRKHPAVKEKGGKLDMSDLKAEKLVMFQRRYYKPGLLLMCFILPTLVPWYCWGETFLHSLFVSTFLRYTLVLNATWLVNSAAHLYGYRPYDKNIQSRENILVSLGAVGEGFHNYHHAFPYDYSASEYRWHINFTTFFIDCMAALGLAYDRKKVSKAAVLARIKRTGDGSHKSS. The pIC50 is 7.8. (4) The small molecule is C[C@@H](Oc1cc(-c2cnn(C3CC4(CCNCC4)C3)c2)cnc1N)c1c(Cl)ccc(F)c1Cl. The target protein sequence is MGAIGLLWLLPLLLSTAAVGSGMGTGQRAGSPAAGPPLQPREPLSYSRLQRKSLAVDFVVPSLFRVYARDLLLPPSSSELKAGRPEARGSLALDCAPLLRLLGPAPGVSWTAGSPAPAEARTLSRVLKGGSVRKLRRAKQLVLELGEEAILEGCVGPPGEAAVGLLQFNLSELFSWWIRQGEGRLRIRLMPEKKASEVGREGRLSAAIRASQPRLLFQIFGTGHSSLESPTNMPSPSPDYFTWNLTWIMKDSFPFLSHRSRYGLECSFDFPCELEYSPPLHDLRNQSWSWRRIPSEEASQMDLLDGPGAERSKEMPRGSFLLLNTSADSKHTILSPWMRSSSEHCTLAVSVHRHLQPSGRYIAQLLPHNEAAREILLMPTPGKHGWTVLQGRIGRPDNPFRVALEYISSGNRSLSAVDFFALKNCSEGTSPGSKMALQSSFTCWNGTVLQLGQACDFHQDCAQGEDESQMCRKLPVGFYCNFEDGFCGWTQGTLSPHTPQ.... The pIC50 is 8.8. (5) The compound is O=C(O)CCc1sc(/C=C2\NC(=O)CS2)nc1-c1ccccn1. The target protein (Q9TT92) has sequence HAAFTVAHEIGHLLGLSHDDSKFCEENFGSTEDKRLMSSILTSIDASKPWSKCTSATITEFLDDGHGNCLLDLPRKQIPGPEELPGQTYDASQQCNLTFGPEYSVCPGMDVCARLWCAVVRQGQMVCLTKKLPAVEGTPCGKGRICLQGKCVDKTKKKYYSTSSHGNWGSWGSWGQCSRSCGGGVQFAYRHCNNPAPKNNGRYCTGK. The pIC50 is 4.7. (6) The small molecule is CC(=O)N[C@@H]1[C@@H](OCCC(=NC(C)C)NS(=O)(=O)c2ccc(C)cc2)C=C(C(=O)O)O[C@H]1[C@H](O)[C@H](O)CO. The target protein sequence is MAEKGKTNSSYWSTTRNDNSTVNTYIDTPAGKTHIWLLIATTMHTILSFIIMILCIDLIIKQDTCMKTNIITISSMNESAKTIKETITELIRQEVISRTINIQSSVQSGIPILLNKQSRDLTQLIEKSCNRQELAQICENTNAIHHADGISPLDPHDFWRCPVGEPLLSDNPNISLLPGPSLLSGSTTISGCVRLPSLSIGDAIYAYSSNLITQGCADIGKSYQVLQLGYISLNSDMYPDLNPVISHTYDINDNRKSCSVIAAGTRGYQLCSLPTVNETTDYSSEGIEDLVFDILDLKGKTKSHRYKNEDITFDHPFSAMYPSVGSGIKIENTLIFLGYGGLTTPLQGDTKCVTNRCANVNQSVCNDALKITWRLKKRQVNVLIRINNYLSDRPKIVVETIPITQNYLGAEGRLLKLGKKIYIYTRSSGWHSHLQIGSLDINNPMTIKWAPHEVLSRPGNQDCNWYNRCPRECISGVYTDAYPLSPDAVNVATTTLYANT.... The pIC50 is 2.1. (7) The compound is O=C(O)c1ccc2c3c(cccc13)C(=O)N(c1ccc(-c3nc4ccc(N5C(=O)c6cccc7c(C(=O)O)ccc(c67)C5=O)cc4[nH]3)cc1)C2=O. The target protein (O50979) has sequence MPPKVKIKNDFEIFRKELEILYKKYLNNELSYLKLKEKLKILAENHKAILFRKDKFTNRSIILNLSKTRKIIKEYINLSVIERIRRDNTFLFFWKSRRIKELKNIGIKDRKKIEELIFSNQMNDEKSYFQYFIDLFVTPKWLNDYAHKYKIEKINSYRKEQIFVKINLNTYIEIIKLLLNQSRDIRLKFYGVLMAIGRRPVEVMKLSQFYIADKNHIRMEFIAKKRENNIVNEVVFPVFADPELIINSIKEIRYMEQTENLTKEIISSNLAYSYNRLFRQIFNNIFAPEESVYFCRAIYCKFSYLAFAPKNMEMNYWITKVLGHEPNDITTAFHYNRYVLDNLDDKADNSLLTLLNQRIYTYVRRKATYSTLTMDRLESLIKEHHIFDDNYIKTLIVIKNLMLKDNLETLAMVRGLNVKIRKAFKATYGYNYNYIKLTEYLSIIFNYKL. The pIC50 is 5.5. (8) The compound is O=C1c2ccccc2-c2nc3nonc3nc21. The target protein (P9WIS7) has sequence MAFSVQMPALGESVTEGTVTRWLKQEGDTVELDEPLVEVSTDKVDTEIPSPAAGVLTKIIAQEDDTVEVGGELAVIGDAKDAGEAAAPAPEKVPAAQPESKPAPEPPPVQPTSGAPAGGDAKPVLMPELGESVTEGTVIRWLKKIGDSVQVDEPLVEVSTDKVDTEIPSPVAGVLVSISADEDATVPVGGELARIGVAADIGAAPAPKPAPKPVPEPAPTPKAEPAPSPPAAQPAGAAEGAPYVTPLVRKLASENNIDLAGVTGTGVGGRIRKQDVLAAAEQKKRAKAPAPAAQAAAAPAPKAPPAPAPALAHLRGTTQKASRIRQITANKTRESLQATAQLTQTHEVDMTKIVGLRARAKAAFAEREGVNLTFLPFFAKAVIDALKIHPNINASYNEDTKEITYYDAEHLGFAVDTEQGLLSPVIHDAGDLSLAGLARAIADIAARARSGNLKPDELSGGTFTITNIGSQGALFDTPILVPPQAAMLGTGAIVKRPRVV.... The pIC50 is 7.4.